This data is from Catalyst prediction with 721,799 reactions and 888 catalyst types from USPTO. The task is: Predict which catalyst facilitates the given reaction. (1) Reactant: [CH3:1][C@:2]12[C:9]([CH3:11])([CH3:10])[CH:6]([CH2:7][CH2:8]1)[C:5](=[O:12])[CH2:4][C:3]2=[O:13].C(N(CC)CC)C.[Cl:21][C:22]1[CH:23]=[C:24]([N:29]=[C:30]=[O:31])[CH:25]=[CH:26][C:27]=1[Cl:28].Cl. Product: [Cl:21][C:22]1[CH:23]=[C:24]([NH:29][C:30]([CH:4]2[C:5](=[O:12])[CH:6]3[C:9]([CH3:10])([CH3:11])[C@@:2]([CH3:1])([CH2:8][CH2:7]3)[C:3]2=[O:13])=[O:31])[CH:25]=[CH:26][C:27]=1[Cl:28]. The catalyst class is: 119. (2) Reactant: [H-].[Li+].[Al+3].[H-].[H-].[H-].[CH3:7][O:8][C:9]1[N:18]=[CH:17][CH:16]=[CH:15][C:10]=1[C:11](OC)=[O:12].O.[OH-].[Na+]. Product: [CH3:7][O:8][C:9]1[C:10]([CH2:11][OH:12])=[CH:15][CH:16]=[CH:17][N:18]=1. The catalyst class is: 1. (3) Reactant: [CH:1]1([C@H:4]2[C@H:13]([CH3:14])[C@@H:12]([NH:15][C:16]3[N:21]=[CH:20][CH:19]=[CH:18][N:17]=3)[C:11]3[C:6](=[CH:7][CH:8]=[C:9]([OH:22])[CH:10]=3)[N:5]2[C:23](=[O:25])[CH3:24])[CH2:3][CH2:2]1.Br[CH2:27][CH2:28][OH:29].C(=O)([O-])[O-].[K+].[K+]. Product: [CH:1]1([C@H:4]2[C@H:13]([CH3:14])[C@@H:12]([NH:15][C:16]3[N:21]=[CH:20][CH:19]=[CH:18][N:17]=3)[C:11]3[C:6](=[CH:7][CH:8]=[C:9]([O:22][CH2:27][CH2:28][OH:29])[CH:10]=3)[N:5]2[C:23](=[O:25])[CH3:24])[CH2:2][CH2:3]1. The catalyst class is: 9. (4) Reactant: C1C=CN=CC=1.F.[Si:8]([O:15][C@@H:16]([CH2:42][C@H:43]([O:71][Si:72]([C:75]([CH3:78])([CH3:77])[CH3:76])([CH3:74])[CH3:73])/[CH:44]=[CH:45]\[C@H:46]([CH3:70])[C@H:47]([O:62][Si:63]([C:66]([CH3:69])([CH3:68])[CH3:67])([CH3:65])[CH3:64])[C@@H:48]([CH3:61])[CH2:49][C@@H:50]([CH3:60])[CH2:51][O:52][Si](C(C)(C)C)(C)C)[C@H:17]([CH3:41])/[CH:18]=[CH:19]/[CH2:20][O:21][C:22]([C:35]1[CH:40]=[CH:39][CH:38]=[CH:37][CH:36]=1)([C:29]1[CH:34]=[CH:33][CH:32]=[CH:31][CH:30]=1)[C:23]1[CH:28]=[CH:27][CH:26]=[CH:25][CH:24]=1)([C:11]([CH3:14])([CH3:13])[CH3:12])([CH3:10])[CH3:9]. Product: [Si:63]([O:62][C@@H:47]([C@@H:46]([CH3:70])/[CH:45]=[CH:44]\[C@@H:43]([O:71][Si:72]([C:75]([CH3:78])([CH3:76])[CH3:77])([CH3:74])[CH3:73])[CH2:42][C@H:16]([O:15][Si:8]([C:11]([CH3:14])([CH3:13])[CH3:12])([CH3:10])[CH3:9])[C@H:17]([CH3:41])/[CH:18]=[CH:19]/[CH2:20][O:21][C:22]([C:29]1[CH:30]=[CH:31][CH:32]=[CH:33][CH:34]=1)([C:23]1[CH:24]=[CH:25][CH:26]=[CH:27][CH:28]=1)[C:35]1[CH:40]=[CH:39][CH:38]=[CH:37][CH:36]=1)[C@@H:48]([CH3:61])[CH2:49][C@@H:50]([CH3:60])[CH2:51][OH:52])([C:66]([CH3:69])([CH3:67])[CH3:68])([CH3:65])[CH3:64]. The catalyst class is: 877. (5) Product: [C:26]1([C:24]2[S:25][C:4]3[C:3]([C:1]([NH2:2])=[O:33])=[CH:8][N:7]=[C:6]([O:9][C@H:10]4[CH2:15][CH2:14][CH2:13][NH:12][CH2:11]4)[C:5]=3[CH:23]=2)[CH:31]=[CH:30][CH:29]=[CH:28][CH:27]=1. Reactant: [C:1]([C:3]1[C:4]2[S:25][C:24]([C:26]3[CH:31]=[CH:30][CH:29]=[CH:28][CH:27]=3)=[CH:23][C:5]=2[C:6]([O:9][C@H:10]2[CH2:15][CH2:14][CH2:13][N:12](C(OC(C)(C)C)=O)[CH2:11]2)=[N:7][CH:8]=1)#[N:2].Cl.[OH2:33]. The catalyst class is: 5. (6) Reactant: [CH3:1][O:2][C:3](=[O:16])[C@H:4]([C@@H:13]([CH3:15])[OH:14])[NH:5][C:6]([O:8][C:9]([CH3:12])([CH3:11])[CH3:10])=[O:7].CC1C=CC=C(C)N=1.FC(F)(F)S(O[Si:31]([C:34]([CH3:37])([CH3:36])[CH3:35])([CH3:33])[CH3:32])(=O)=O.Cl. Product: [C:9]([O:8][C:6]([NH:5][C@@H:4]([C@H:13]([O:14][Si:31]([C:34]([CH3:37])([CH3:36])[CH3:35])([CH3:33])[CH3:32])[CH3:15])[C:3]([O:2][CH3:1])=[O:16])=[O:7])([CH3:12])([CH3:10])[CH3:11]. The catalyst class is: 2. (7) Reactant: [F:1][C:2]1[CH:10]=[C:9]2[C:5]([C:6]([C:11]3[CH:19]=[CH:18][C:17]4[C:13](=[CH:14][N:15]([CH:20]5[CH2:25][CH2:24][N:23](C(OC(C)(C)C)=O)[CH2:22][CH2:21]5)[N:16]=4)[CH:12]=3)=[CH:7][NH:8]2)=[CH:4][CH:3]=1.Cl. Product: [F:1][C:2]1[CH:10]=[C:9]2[C:5]([C:6]([C:11]3[CH:19]=[CH:18][C:17]4[C:13](=[CH:14][N:15]([CH:20]5[CH2:25][CH2:24][NH:23][CH2:22][CH2:21]5)[N:16]=4)[CH:12]=3)=[CH:7][NH:8]2)=[CH:4][CH:3]=1. The catalyst class is: 12.